The task is: Predict the reactants needed to synthesize the given product.. This data is from Full USPTO retrosynthesis dataset with 1.9M reactions from patents (1976-2016). (1) Given the product [NH2:1][C@@H:4]([CH2:34][CH2:35][CH2:36][CH3:37])[C@@H:5]([NH:13][C:14](=[O:33])[C:15]1[CH:20]=[C:19]([N:21]([CH3:26])[S:22]([CH3:25])(=[O:24])=[O:23])[N:18]=[C:17]([NH:27][CH2:28][CH:29]2[CH2:31][CH:30]2[CH3:32])[CH:16]=1)[CH2:6][C:7]1[CH:12]=[CH:11][CH:10]=[CH:9][CH:8]=1, predict the reactants needed to synthesize it. The reactants are: [N:1]([C@@H:4]([CH2:34][CH2:35][CH2:36][CH3:37])[C@@H:5]([NH:13][C:14](=[O:33])[C:15]1[CH:20]=[C:19]([N:21]([CH3:26])[S:22]([CH3:25])(=[O:24])=[O:23])[N:18]=[C:17]([NH:27][CH2:28][CH:29]2[CH2:31][CH:30]2[CH3:32])[CH:16]=1)[CH2:6][C:7]1[CH:12]=[CH:11][CH:10]=[CH:9][CH:8]=1)=[N+]=[N-]. (2) The reactants are: C([O:4][CH2:5][C:6]1[CH:11]=[C:10]([NH:12][C:13]([NH:15][S:16]([C:19]2[S:20][C:21]([Cl:24])=[CH:22][CH:23]=2)(=[O:18])=[O:17])=[O:14])[CH:9]=[CH:8][C:7]=1[N:25]1[CH:34]=[CH:33][C:32]2[C:27](=[CH:28][C:29]([F:37])=[C:30]([NH:35][CH3:36])[CH:31]=2)[C:26]1=[O:38])(=O)C.C(O)(C(F)(F)F)=O. Given the product [Cl:24][C:21]1[S:20][C:19]([S:16]([NH:15][C:13]([NH:12][C:10]2[CH:9]=[CH:8][C:7]([N:25]3[CH:34]=[CH:33][C:32]4[C:27](=[CH:28][C:29]([F:37])=[C:30]([NH:35][CH3:36])[CH:31]=4)[C:26]3=[O:38])=[C:6]([CH2:5][OH:4])[CH:11]=2)=[O:14])(=[O:17])=[O:18])=[CH:23][CH:22]=1, predict the reactants needed to synthesize it. (3) Given the product [CH:1]1([CH2:4][O:5][C:6]2([C:16]3[S:17][CH:18]=[C:19]([C:21]4[CH:26]=[CH:25][CH:24]=[CH:23][CH:22]=4)[N:20]=3)[CH2:15][CH2:14][C:9](=[O:10])[CH2:8][CH2:7]2)[CH2:2][CH2:3]1, predict the reactants needed to synthesize it. The reactants are: [CH:1]1([CH2:4][O:5][C:6]2([C:16]3[S:17][CH:18]=[C:19]([C:21]4[CH:26]=[CH:25][CH:24]=[CH:23][CH:22]=4)[N:20]=3)[CH2:15][CH2:14][C:9]3(OCC[O:10]3)[CH2:8][CH2:7]2)[CH2:3][CH2:2]1.C1(C)C=CC(S(O)(=O)=O)=CC=1.C(=O)([O-])O.[Na+]. (4) Given the product [Cl:1][C:2]1[C:3]([C:4]2[O:5][N:15]=[C:13]([CH3:14])[N:12]=2)=[CH:7][CH:8]=[CH:9][N:10]=1, predict the reactants needed to synthesize it. The reactants are: [Cl:1][C:2]1[N:10]=[CH:9][CH:8]=[CH:7][C:3]=1[C:4](Cl)=[O:5].O[N:12]=[C:13]([NH2:15])[CH3:14].